From a dataset of Reaction yield outcomes from USPTO patents with 853,638 reactions. Predict the reaction yield, written as a fraction of the theoretical maximum amount of product (1.0 means a 100% yield; for example, 0.34 means a 34% yield). (1) The reactants are FC(F)(F)C(O)=O.[C:8]1([C:14]2[CH:19]=[C:18]([CH:20]3[CH2:25][CH2:24][NH:23][CH2:22][CH2:21]3)[CH:17]=[CH:16][C:15]=2[NH:26][C:27]([C:29]2[NH:30][CH:31]=[C:32]([C:34]#[N:35])[N:33]=2)=[O:28])[CH2:13][CH2:12][CH2:11][CH2:10][CH:9]=1.CCN(CC)CC.[CH3:43][C:44]1([CH3:51])[O:49][CH2:48][C:47](=O)[CH2:46][O:45]1.[BH-](OC(C)=O)(OC(C)=O)OC(C)=O.[Na+]. The yield is 0.280. The product is [C:8]1([C:14]2[CH:19]=[C:18]([CH:20]3[CH2:21][CH2:22][N:23]([CH:47]4[CH2:48][O:49][C:44]([CH3:51])([CH3:43])[O:45][CH2:46]4)[CH2:24][CH2:25]3)[CH:17]=[CH:16][C:15]=2[NH:26][C:27]([C:29]2[NH:30][CH:31]=[C:32]([C:34]#[N:35])[N:33]=2)=[O:28])[CH2:13][CH2:12][CH2:11][CH2:10][CH:9]=1. The catalyst is C(Cl)Cl.O. (2) The reactants are [CH2:1]([N:8]1[CH:16]=[C:15]2[C:10]([CH:11]=[C:12]([C:17]3[CH:18]=[C:19]([C:27]4[CH:32]=[CH:31][CH:30]=[C:29]([CH2:33]Cl)[CH:28]=4)[N:20]4[C:25]=3[C:24]([NH2:26])=[N:23][CH:22]=[N:21]4)[CH:13]=[CH:14]2)=[N:9]1)[C:2]1[CH:7]=[CH:6][CH:5]=[CH:4][CH:3]=1.[O-]P([O-])([O-])=O.[K+].[K+].[K+].[NH:43]1[CH2:47][CH2:46][CH2:45][CH2:44]1. The catalyst is CN(C=O)C.O. The product is [CH2:1]([N:8]1[CH:16]=[C:15]2[C:10]([CH:11]=[C:12]([C:17]3[CH:18]=[C:19]([C:27]4[CH:32]=[CH:31][CH:30]=[C:29]([CH2:33][N:43]5[CH2:47][CH2:46][CH2:45][CH2:44]5)[CH:28]=4)[N:20]4[C:25]=3[C:24]([NH2:26])=[N:23][CH:22]=[N:21]4)[CH:13]=[CH:14]2)=[N:9]1)[C:2]1[CH:7]=[CH:6][CH:5]=[CH:4][CH:3]=1. The yield is 0.540. (3) The reactants are [H-].[Na+].[Si:3]([O:10][C@H:11]1[CH2:15][CH2:14][NH:13][C:12]1=[O:16])([C:6]([CH3:9])([CH3:8])[CH3:7])([CH3:5])[CH3:4].Br[CH2:18][C:19]1[CH:24]=[CH:23][C:22]([CH:25]([F:27])[F:26])=[CH:21][CH:20]=1. The catalyst is C1COCC1. The product is [Si:3]([O:10][C@H:11]1[CH2:15][CH2:14][N:13]([CH2:18][C:19]2[CH:24]=[CH:23][C:22]([CH:25]([F:27])[F:26])=[CH:21][CH:20]=2)[C:12]1=[O:16])([C:6]([CH3:9])([CH3:8])[CH3:7])([CH3:5])[CH3:4]. The yield is 0.350. (4) The reactants are [NH2:1][C:2]1[C:10]([CH3:11])=[C:9]([O:12][CH3:13])[CH:8]=[CH:7][C:3]=1[C:4]([NH2:6])=[O:5].C(N)(=O)C1C=CC=CC=1.[F:23][C:24]1[CH:25]=[C:26]([CH:30]=[C:31]([F:33])[CH:32]=1)[C:27](Cl)=O. No catalyst specified. The product is [F:23][C:24]1[CH:25]=[C:26]([C:27]2[N:6]=[C:4]([OH:5])[C:3]3[C:2](=[C:10]([CH3:11])[C:9]([O:12][CH3:13])=[CH:8][CH:7]=3)[N:1]=2)[CH:30]=[C:31]([F:33])[CH:32]=1. The yield is 0.850.